Dataset: Reaction yield outcomes from USPTO patents with 853,638 reactions. Task: Predict the reaction yield, written as a fraction of the theoretical maximum amount of product (1.0 means a 100% yield; for example, 0.34 means a 34% yield). (1) The reactants are [OH:1][CH:2]([CH:23]([CH3:25])[CH3:24])[C:3]#[C:4][C:5]1[CH:6]=[CH:7][C:8]2[N:9]([C:11]([CH2:14][NH:15][C:16](=[O:22])[O:17][C:18]([CH3:21])([CH3:20])[CH3:19])=[N:12][N:13]=2)[N:10]=1. The catalyst is C(Cl)Cl.[O-2].[O-2].[Mn+4]. The product is [CH3:24][CH:23]([CH3:25])[C:2](=[O:1])[C:3]#[C:4][C:5]1[CH:6]=[CH:7][C:8]2[N:9]([C:11]([CH2:14][NH:15][C:16](=[O:22])[O:17][C:18]([CH3:20])([CH3:19])[CH3:21])=[N:12][N:13]=2)[N:10]=1. The yield is 0.507. (2) The reactants are [CH2:1]([C:6]1[CH:7]=[C:8]([CH:12]=[CH:13][CH:14]=1)[C:9]([OH:11])=O)[CH2:2][CH:3]([CH3:5])[CH3:4].[CH2:15]([NH2:22])[C:16]1[CH:21]=[CH:20][CH:19]=[CH:18][CH:17]=1. No catalyst specified. The product is [CH2:1]([C:6]1[CH:7]=[C:8]([CH:12]=[CH:13][CH:14]=1)[C:9]([NH:22][CH2:15][C:16]1[CH:21]=[CH:20][CH:19]=[CH:18][CH:17]=1)=[O:11])[CH2:2][CH:3]([CH3:4])[CH3:5]. The yield is 0.740. (3) The reactants are [Cl:1][C:2]1[CH:3]=[C:4]2[C:9](=[CH:10][CH:11]=1)[C:8](=[O:12])[N:7]([CH3:13])[C:6]([CH2:14]Cl)=[C:5]2[O:16][CH3:17].[C:18]1(=[O:28])[NH:22][C:21](=[O:23])[C:20]2=[CH:24][CH:25]=[CH:26][CH:27]=[C:19]12.[K].O. The catalyst is CN(C)C=O. The product is [Cl:1][C:2]1[CH:3]=[C:4]2[C:9](=[CH:10][CH:11]=1)[C:8](=[O:12])[N:7]([CH3:13])[C:6]([CH2:14][N:22]1[C:18](=[O:28])[C:19]3[C:20](=[CH:24][CH:25]=[CH:26][CH:27]=3)[C:21]1=[O:23])=[C:5]2[O:16][CH3:17]. The yield is 0.518. (4) The reactants are [CH3:1][C:2]1[S:6][C:5]2=[N:7][C:8]([CH2:10][C:11]([O:13]CC)=[O:12])=[CH:9][N:4]2[CH:3]=1.C(O)C.C(OCC)C.[ClH:24]. No catalyst specified. The product is [ClH:24].[CH3:1][C:2]1[S:6][C:5]2=[N:7][C:8]([CH2:10][C:11]([OH:13])=[O:12])=[CH:9][N:4]2[CH:3]=1. The yield is 0.930. (5) The reactants are [OH:1][C:2]1[CH:3]=[C:4]([CH:7]=[CH:8][CH:9]=1)[CH:5]=[O:6].C([O-])([O-])=O.[K+].[K+].Br[CH2:17][CH2:18][CH2:19][OH:20].O. The catalyst is CN(C=O)C. The product is [OH:20][CH2:19][CH2:18][CH2:17][O:1][C:2]1[CH:3]=[C:4]([CH:7]=[CH:8][CH:9]=1)[CH:5]=[O:6]. The yield is 0.950. (6) The reactants are [CH3:1][C:2]1[N:3]([S:13]([C:16]2[CH:21]=[CH:20][CH:19]=[CH:18][CH:17]=2)(=[O:15])=[O:14])[C:4]2[CH:5]=[CH:6][CH:7]=[C:8]([CH:11]=O)[C:9]=2[CH:10]=1.[C:22]([N:29]1[CH2:34][CH2:33][NH:32][CH2:31][CH2:30]1)([O:24][C:25]([CH3:28])([CH3:27])[CH3:26])=[O:23].C(O)(=O)C.C(O[BH-](OC(=O)C)OC(=O)C)(=O)C.[Na+]. The catalyst is C1COCC1. The product is [CH3:1][C:2]1[N:3]([S:13]([C:16]2[CH:21]=[CH:20][CH:19]=[CH:18][CH:17]=2)(=[O:14])=[O:15])[C:4]2[C:9]([CH:10]=1)=[C:8]([CH2:11][N:32]1[CH2:31][CH2:30][N:29]([C:22]([O:24][C:25]([CH3:28])([CH3:27])[CH3:26])=[O:23])[CH2:34][CH2:33]1)[CH:7]=[CH:6][CH:5]=2. The yield is 0.800.